From a dataset of Forward reaction prediction with 1.9M reactions from USPTO patents (1976-2016). Predict the product of the given reaction. (1) Given the reactants [CH2:1]([O:8][C:9]([CH:11]1[CH2:16][N:15](C(OC(C)(C)C)=O)[CH2:14][CH2:13][N:12]1[S:24]([C:27]1[CH:32]=[CH:31][C:30]([O:33][CH3:34])=[C:29]([O:35][CH3:36])[CH:28]=1)(=[O:26])=[O:25])=[O:10])[C:2]1[CH:7]=[CH:6][CH:5]=[CH:4][CH:3]=1.FC(F)(F)C(O)=O, predict the reaction product. The product is: [CH2:1]([O:8][C:9]([CH:11]1[CH2:16][NH:15][CH2:14][CH2:13][N:12]1[S:24]([C:27]1[CH:32]=[CH:31][C:30]([O:33][CH3:34])=[C:29]([O:35][CH3:36])[CH:28]=1)(=[O:26])=[O:25])=[O:10])[C:2]1[CH:7]=[CH:6][CH:5]=[CH:4][CH:3]=1. (2) Given the reactants [NH2:1][C:2]1[C:3]([C:12]([C:14]2[CH:19]=[CH:18][C:17]([F:20])=[CH:16][C:15]=2[CH3:21])=O)=[CH:4][CH:5]=[C:6]2[C:11]=1[N:10]=[CH:9][CH:8]=[CH:7]2.[CH3:22][NH:23][S:24](Cl)(=[O:26])=[O:25].[BH4-].[Na+], predict the reaction product. The product is: [F:20][C:17]1[CH:18]=[CH:19][C:14]([CH:12]2[C:3]3[CH:4]=[CH:5][C:6]4[C:11](=[N:10][CH:9]=[CH:8][CH:7]=4)[C:2]=3[NH:1][S:24](=[O:26])(=[O:25])[N:23]2[CH3:22])=[C:15]([CH3:21])[CH:16]=1. (3) Given the reactants C[O:2][C:3](=[O:18])[C@@H:4]([O:15][CH2:16][CH3:17])[CH2:5][C:6]1[CH:7]=[C:8]2[C:12](=[CH:13][CH:14]=1)[NH:11][CH:10]=[CH:9]2.Cl[CH2:20][C:21]1[N:22]=[C:23]([C:27]2[CH:32]=[CH:31][C:30]([F:33])=[C:29]([CH3:34])[CH:28]=2)[O:24][C:25]=1[CH3:26], predict the reaction product. The product is: [CH2:16]([O:15][C@@H:4]([CH2:5][C:6]1[CH:7]=[C:8]2[C:12](=[CH:13][CH:14]=1)[N:11]([CH2:20][C:21]1[N:22]=[C:23]([C:27]3[CH:32]=[CH:31][C:30]([F:33])=[C:29]([CH3:34])[CH:28]=3)[O:24][C:25]=1[CH3:26])[CH:10]=[CH:9]2)[C:3]([OH:2])=[O:18])[CH3:17]. (4) The product is: [Cl:28][C:25]1[CH:24]=[CH:23][C:22]([C:11]2[C:10](=[O:29])[NH:9][NH:8][C:13](=[O:14])[C:12]=2[C:15]2[CH:20]=[CH:19][C:18]([Cl:21])=[CH:17][CH:16]=2)=[CH:27][CH:26]=1. Given the reactants C([N:8]1[C:13](=[O:14])[C:12]([C:15]2[CH:20]=[CH:19][C:18]([Cl:21])=[CH:17][CH:16]=2)=[C:11]([C:22]2[CH:27]=[CH:26][C:25]([Cl:28])=[CH:24][CH:23]=2)[C:10]([O:29]CC2C=CC=CC=2)=[N:9]1)C1C=CC=CC=1.C1(C)C=CC=CC=1.[Cl-].[Al+3].[Cl-].[Cl-], predict the reaction product. (5) Given the reactants [CH3:1][N:2]1[C:15]2[CH:14]=[C:13]([CH:16]([CH2:22][CH:23]3[CH2:28][CH2:27][O:26][CH2:25][CH2:24]3)[C:17]([O:19]CC)=[O:18])[CH:12]=[CH:11][C:10]=2[S:9](=[O:30])(=[O:29])[C:8]2[C:3]1=[CH:4][CH:5]=[CH:6][CH:7]=2.[OH-].[Na+], predict the reaction product. The product is: [CH3:1][N:2]1[C:15]2[CH:14]=[C:13]([CH:16]([CH2:22][CH:23]3[CH2:28][CH2:27][O:26][CH2:25][CH2:24]3)[C:17]([OH:19])=[O:18])[CH:12]=[CH:11][C:10]=2[S:9](=[O:30])(=[O:29])[C:8]2[C:3]1=[CH:4][CH:5]=[CH:6][CH:7]=2. (6) Given the reactants C([O:3][C:4](=[O:28])[CH2:5][S:6][C:7]1[S:11][C:10]([NH:12][C:13]([N:15]([CH:22]2[CH2:27][CH2:26][CH2:25][CH2:24][CH2:23]2)[CH:16]2[CH2:21][CH2:20][NH:19][CH2:18][CH2:17]2)=[O:14])=[N:9][CH:8]=1)C.C(N1CCCCC1=O)(OC(C)(C)C)=O.C1(N)CCCCC1.C(OC(=O)CSC1SC(N)=NC=1)C.[N:63]1([C:69](Cl)=[O:70])[CH2:68][CH2:67][O:66][CH2:65][CH2:64]1, predict the reaction product. The product is: [CH:22]1([N:15]([CH:16]2[CH2:21][CH2:20][N:19]([C:69]([N:63]3[CH2:68][CH2:67][O:66][CH2:65][CH2:64]3)=[O:70])[CH2:18][CH2:17]2)[C:13](=[O:14])[NH:12][C:10]2[S:11][C:7]([S:6][CH2:5][C:4]([OH:3])=[O:28])=[CH:8][N:9]=2)[CH2:27][CH2:26][CH2:25][CH2:24][CH2:23]1.